This data is from Catalyst prediction with 721,799 reactions and 888 catalyst types from USPTO. The task is: Predict which catalyst facilitates the given reaction. (1) Reactant: Br[C:2]1[CH:3]=[CH:4][C:5]([N:8]2[CH:12]=[CH:11][CH:10]=[N:9]2)=[N:6][CH:7]=1.[B:13]1([B:13]2[O:17][C:16]([CH3:19])([CH3:18])[C:15]([CH3:21])([CH3:20])[O:14]2)[O:17][C:16]([CH3:19])([CH3:18])[C:15]([CH3:21])([CH3:20])[O:14]1.C([O-])(=O)C.[K+]. Product: [N:8]1([C:5]2[CH:4]=[CH:3][C:2]([B:13]3[O:17][C:16]([CH3:19])([CH3:18])[C:15]([CH3:21])([CH3:20])[O:14]3)=[CH:7][N:6]=2)[CH:12]=[CH:11][CH:10]=[N:9]1. The catalyst class is: 12. (2) Reactant: Cl.[NH2:2][C@H:3]([C:5]([O:7][CH3:8])=[O:6])[CH3:4].Cl[P:10]([O:13][C:14]1[CH:19]=[CH:18][CH:17]=[CH:16][CH:15]=1)(Cl)=[O:11].CCN(CC)CC.[OH:27][C@H:28]([C:44]([CH3:48])([CH3:47])[CH2:45][OH:46])[C:29]([NH:31][CH2:32][CH2:33][C:34]([O:36][CH2:37][C:38]1[CH:43]=[CH:42][CH:41]=[CH:40][CH:39]=1)=[O:35])=[O:30]. Product: [OH:27][C@H:28]([C:44]([CH3:48])([CH3:47])[CH2:45][O:46][P:10]([NH:2][C@@H:3]([CH3:4])[C:5]([O:7][CH3:8])=[O:6])([O:13][C:14]1[CH:19]=[CH:18][CH:17]=[CH:16][CH:15]=1)=[O:11])[C:29]([NH:31][CH2:32][CH2:33][C:34]([O:36][CH2:37][C:38]1[CH:39]=[CH:40][CH:41]=[CH:42][CH:43]=1)=[O:35])=[O:30]. The catalyst class is: 2. (3) Reactant: CO[CH:3]([O:22]C)[CH:4]([N:6]([CH3:21])[C:7]([NH:9][C:10]1[CH:15]=[C:14]([C:16]([F:19])([F:18])[F:17])[C:13]([I:20])=[CH:12][N:11]=1)=[O:8])[CH3:5]. Product: [OH:22][CH:3]1[N:9]([C:10]2[CH:15]=[C:14]([C:16]([F:17])([F:18])[F:19])[C:13]([I:20])=[CH:12][N:11]=2)[C:7](=[O:8])[N:6]([CH3:21])[CH:4]1[CH3:5]. The catalyst class is: 86. (4) Reactant: N(C(OCC)=O)=N[C:3](OCC)=[O:4].[Cl:13][C:14]1[CH:33]=[CH:32][C:17]([NH:18][C:19]2[C:28]3[C:23](=[CH:24][C:25]([OH:31])=[C:26](OC)[CH:27]=3)[N:22]=[CH:21][N:20]=2)=[C:16]([F:34])[CH:15]=1.C1(P(C2C=CC=CC=2)C2C=CC=CC=2)C=CC=CC=1.[CH3:54][N:55]1[CH:59]=[CH:58][N:57]=[C:56]1[CH2:60][CH2:61]O. Product: [ClH:13].[Cl:13][C:14]1[CH:33]=[CH:32][C:17]([NH:18][C:19]2[C:28]3[C:23](=[CH:24][C:25]([O:31][CH2:61][CH2:60][C:56]4[N:55]([CH3:54])[CH:59]=[CH:58][N:57]=4)=[CH:26][CH:27]=3)[N:22]=[C:21]([O:4][CH3:3])[N:20]=2)=[C:16]([F:34])[CH:15]=1. The catalyst class is: 2. (5) Reactant: C(OC([NH:8][CH2:9][CH2:10][NH:11][C:12]([C:14]1[CH:31]=[CH:30][C:17]([O:18][C@@H:19]2[CH2:24][CH2:23][C@H:22]([C:25]([O:27][CH2:28][CH3:29])=[O:26])[CH2:21][CH2:20]2)=[CH:16][CH:15]=1)=[O:13])=O)(C)(C)C.[ClH:32].O1CCOCC1. Product: [ClH:32].[NH2:8][CH2:9][CH2:10][NH:11][C:12]([C:14]1[CH:31]=[CH:30][C:17]([O:18][C@@H:19]2[CH2:20][CH2:21][C@H:22]([C:25]([O:27][CH2:28][CH3:29])=[O:26])[CH2:23][CH2:24]2)=[CH:16][CH:15]=1)=[O:13]. The catalyst class is: 12.